Task: Predict the reaction yield, written as a fraction of the theoretical maximum amount of product (1.0 means a 100% yield; for example, 0.34 means a 34% yield).. Dataset: Reaction yield outcomes from USPTO patents with 853,638 reactions (1) The reactants are Br[C:2]1[C:11]2[O:10][CH2:9][CH2:8][O:7][C:6]=2[C:5]([O:12][CH3:13])=[CH:4][CH:3]=1.CCCCCC.C([Li])CCC.[CH2:25]([O:27][C:28]([CH:30]1[CH2:35][CH2:34][C:33](=[O:36])[CH2:32][CH2:31]1)=[O:29])[CH3:26].Cl. The catalyst is C1COCC1. The product is [OH:36][C:33]1([C:2]2[C:11]3[O:10][CH2:9][CH2:8][O:7][C:6]=3[C:5]([O:12][CH3:13])=[CH:4][CH:3]=2)[CH2:32][CH2:31][CH:30]([C:28]([O:27][CH2:25][CH3:26])=[O:29])[CH2:35][CH2:34]1. The yield is 0.420. (2) The reactants are C(O)(=O)C.Br[C:6]1[C:7]([NH:12][C:13]([NH:15][CH2:16][C:17]2[C:22]([O:23][CH3:24])=[CH:21][CH:20]=[CH:19][C:18]=2[O:25][CH3:26])=[NH:14])=[N:8][CH:9]=[CH:10][CH:11]=1.[F:27][C:28]1[CH:33]=[CH:32][C:31](OB(O)O)=[CH:30][CH:29]=1.C(=O)([O-])[O-].[Na+].[Na+].C([O-])(=O)C. No catalyst specified. The product is [CH3:26][O:25][C:18]1[CH:19]=[CH:20][CH:21]=[C:22]([O:23][CH3:24])[C:17]=1[CH2:16][NH:15][C:13]([NH:12][C:7]1[C:6]([C:31]2[CH:32]=[CH:33][C:28]([F:27])=[CH:29][CH:30]=2)=[CH:11][CH:10]=[CH:9][N:8]=1)=[NH:14]. The yield is 0.310. (3) The product is [F:12][C:13]1[CH:18]=[CH:17][C:16]([C:2]2[O:6][C:5]([CH3:7])=[C:4]([C:8]([O:10][CH3:11])=[O:9])[CH:3]=2)=[C:15]([CH3:22])[CH:14]=1. No catalyst specified. The yield is 0.850. The reactants are Br[C:2]1[O:6][C:5]([CH3:7])=[C:4]([C:8]([O:10][CH3:11])=[O:9])[CH:3]=1.[F:12][C:13]1[CH:18]=[CH:17][C:16](B(O)O)=[C:15]([CH3:22])[CH:14]=1. (4) The reactants are [N+:1]([C:4]1[CH:9]=[CH:8][C:7]([N:10]2[C:19]3[N:20]4[CH:26]=[C:25]([O:27][CH2:28][C:29](OCC)=[O:30])[CH:24]=[CH:23][C:21]4=[N:22][C:18]=3[C:17]3[C:12](=[CH:13][CH:14]=[CH:15][CH:16]=3)[C:11]2=[O:34])=[CH:6][CH:5]=1)([O-:3])=[O:2].[CH3:35][NH2:36]. The catalyst is C(O)C. The product is [CH3:35][NH:36][C:29](=[O:30])[CH2:28][O:27][C:25]1[CH:24]=[CH:23][C:21]2[N:20]([CH:26]=1)[C:19]1[N:10]([C:7]3[CH:8]=[CH:9][C:4]([N+:1]([O-:3])=[O:2])=[CH:5][CH:6]=3)[C:11](=[O:34])[C:12]3[C:17]([C:18]=1[N:22]=2)=[CH:16][CH:15]=[CH:14][CH:13]=3. The yield is 0.580. (5) The reactants are [Cl:1][C:2]1[C:8]([O:9][C:10]2[CH:15]=[CH:14][C:13]([Cl:16])=[CH:12][C:11]=2[Cl:17])=[CH:7][C:5]([NH2:6])=[C:4]([N+:18]([O-])=O)[CH:3]=1.Cl. The catalyst is [Zn].C(O)C. The product is [Cl:1][C:2]1[CH:3]=[C:4]([NH2:18])[C:5]([NH2:6])=[CH:7][C:8]=1[O:9][C:10]1[CH:15]=[CH:14][C:13]([Cl:16])=[CH:12][C:11]=1[Cl:17]. The yield is 0.750. (6) The reactants are Cl.O1CCOCC1.[N:8]([C@H:11]1[C@@H:16]([CH3:17])[CH2:15][N:14]([C:18]2[CH:23]=[CH:22][N:21]=[CH:20][C:19]=2[N:24](C(OC(C)(C)C)=O)C(=O)OC(C)(C)C)[CH2:13][C@H:12]1[NH:39][C:40]([O:42][C:43]([CH3:46])([CH3:45])[CH3:44])=[O:41])=[N+:9]=[N-:10].CC(OC(OC(OC(C)(C)C)=O)=O)(C)C. The catalyst is C(Cl)Cl. The product is [NH2:24][C:19]1[CH:20]=[N:21][CH:22]=[CH:23][C:18]=1[N:14]1[CH2:15][C@H:16]([CH3:17])[C@H:11]([N:8]=[N+:9]=[N-:10])[C@H:12]([NH:39][C:40](=[O:41])[O:42][C:43]([CH3:46])([CH3:45])[CH3:44])[CH2:13]1. The yield is 0.330.